Dataset: Reaction yield outcomes from USPTO patents with 853,638 reactions. Task: Predict the reaction yield, written as a fraction of the theoretical maximum amount of product (1.0 means a 100% yield; for example, 0.34 means a 34% yield). The reactants are [Cl:1][C:2]1[N:7]=[N:6][C:5]([NH2:8])=[CH:4][CH:3]=1.[K].Cl[CH:11]([CH:17]=O)[C:12]([O:14][CH2:15][CH3:16])=[O:13]. The catalyst is CCO. The product is [Cl:1][C:2]1[CH:3]=[CH:4][C:5]2[N:6]([C:11]([C:12]([O:14][CH2:15][CH3:16])=[O:13])=[CH:17][N:8]=2)[N:7]=1. The yield is 0.560.